The task is: Predict the reaction yield, written as a fraction of the theoretical maximum amount of product (1.0 means a 100% yield; for example, 0.34 means a 34% yield).. This data is from Reaction yield outcomes from USPTO patents with 853,638 reactions. (1) The yield is 0.910. The reactants are [CH2:1]([N:3]([C:17]1[C:22]2[CH2:23][CH:24]=[CH:25][CH2:26][CH2:27][CH2:28][C:29]3[CH:38]=[C:37]([CH3:39])[CH:36]=[C:35]([O:40]C)[C:30]=3[CH2:31][NH:32][C:33](=[O:34])[C:21]=2[CH:20]=[N:19][CH:18]=1)[CH:4]1[CH2:9][CH2:8][N:7](C(OC(C)(C)C)=O)[CH2:6][CH2:5]1)[CH3:2].Cl. The product is [CH2:1]([N:3]([CH:4]1[CH2:5][CH2:6][NH:7][CH2:8][CH2:9]1)[C:17]1[C:22]2[CH2:23][CH:24]=[CH:25][CH2:26][CH2:27][CH2:28][C:29]3[CH:38]=[C:37]([CH3:39])[CH2:36][C:35](=[O:40])[C:30]=3[CH2:31][NH:32][C:33](=[O:34])[C:21]=2[CH:20]=[N:19][CH:18]=1)[CH3:2]. The catalyst is O1CCOCC1.CO. (2) The yield is 0.330. The catalyst is CN(C)C=O.O. The product is [NH2:15][C:2]1[CH:7]=[C:6]([Cl:8])[N:5]=[C:4]([C:9]([O:11][CH3:12])=[O:10])[C:3]=1[O:13][CH3:14]. The reactants are Cl[C:2]1[CH:7]=[C:6]([Cl:8])[N:5]=[C:4]([C:9]([O:11][CH3:12])=[O:10])[C:3]=1[O:13][CH3:14].[N-:15]=[N+]=[N-].[Na+].CCOC(C)=O.[BH4-].[Na+]. (3) The reactants are [Cl:1][C:2]1[CH:22]=[C:21]([Cl:23])[CH:20]=[CH:19][C:3]=1[CH2:4][NH:5][C:6]([C:8]1[C:9]([O:16][CH2:17][CH3:18])=[N:10][N:11]([CH2:13][CH2:14][OH:15])[CH:12]=1)=[O:7].[CH2:24]([O:26][C:27]1[C:28](O)=[C:29]([CH2:33][C:34]([O:36]C)=[O:35])[CH:30]=[CH:31][CH:32]=1)[CH3:25].C(P(CCCC)CCCC)CCC.N(C(N1CCCCC1)=O)=NC(N1CCCCC1)=O. The catalyst is O1CCCC1. The product is [Cl:1][C:2]1[CH:22]=[C:21]([Cl:23])[CH:20]=[CH:19][C:3]=1[CH2:4][NH:5][C:6]([C:8]1[C:9]([O:16][CH2:17][CH3:18])=[N:10][N:11]([CH2:13][CH2:14][O:15][C:28]2[C:27]([O:26][CH2:24][CH3:25])=[CH:32][CH:31]=[CH:30][C:29]=2[CH2:33][C:34]([OH:36])=[O:35])[CH:12]=1)=[O:7]. The yield is 0.770. (4) The reactants are [Cl:1][C:2]1[CH:10]=[CH:9][C:8](SC)=[CH:7][C:3]=1[C:4]([OH:6])=[O:5].O[O:14][S:15]([O-:17])=O.[K+].[CH3:19]O. No catalyst specified. The product is [Cl:1][C:2]1[CH:10]=[CH:9][C:8]([S:15]([CH3:19])(=[O:17])=[O:14])=[CH:7][C:3]=1[C:4]([OH:6])=[O:5]. The yield is 0.870. (5) The reactants are [CH:1]([N:4](CC)C(C)C)(C)[CH3:2].BrCC#N.[N:14]([C:17]1[CH:46]=[CH:45][CH:44]=[CH:43][C:18]=1[CH2:19][O:20][C:21]([NH:23][CH2:24][C@@H:25]([S:40][S:41][CH3:42])[CH2:26][CH2:27][C@H:28]([NH:32][C:33]([O:35][C:36]([CH3:39])([CH3:38])[CH3:37])=[O:34])[C:29]([OH:31])=[O:30])=[O:22])=[N+:15]=[N-:16]. The catalyst is C(#N)C. The product is [N:14]([C:17]1[CH:46]=[CH:45][CH:44]=[CH:43][C:18]=1[CH2:19][O:20][C:21]([NH:23][CH2:24][C@@H:25]([S:40][S:41][CH3:42])[CH2:26][CH2:27][C@H:28]([NH:32][C:33]([O:35][C:36]([CH3:39])([CH3:38])[CH3:37])=[O:34])[C:29]([O:31][CH2:2][C:1]#[N:4])=[O:30])=[O:22])=[N+:15]=[N-:16]. The yield is 0.800. (6) The reactants are [N:1]1([C:10](=[N:28][C:29]2[CH:34]=[CH:33][CH:32]=[CH:31][CH:30]=2)[C:11]2[C:16](=[O:17])[CH:15]=[CH:14][N:13]([C:18]3[CH:23]=[CH:22][CH:21]=[C:20]([C:24]([F:27])([F:26])[F:25])[CH:19]=3)[N:12]=2)C2C=CC=CC=2[N:3]=[N:2]1.[N-]=[N+]=[N-].[Na+].FC(F)(F)C(O)=O. The catalyst is [Br-].C([N+](CCCC)(CCCC)CCCC)CCC.C(Cl)Cl.O. The product is [C:29]1([N:28]2[C:10]([C:11]3[C:16](=[O:17])[CH:15]=[CH:14][N:13]([C:18]4[CH:23]=[CH:22][CH:21]=[C:20]([C:24]([F:27])([F:26])[F:25])[CH:19]=4)[N:12]=3)=[N:1][N:2]=[N:3]2)[CH:34]=[CH:33][CH:32]=[CH:31][CH:30]=1. The yield is 0.560. (7) The reactants are [CH3:1][O:2][C:3]1[CH:12]=[CH:11][C:10]2[NH:9][C:8](=[O:13])[C:7]3[S:14][CH:15]=[CH:16][C:6]=3[C:5]=2[C:4]=1[C:17]1[CH:22]=[CH:21][C:20]([C:23]2([CH2:26][NH:27][C:28](=[O:34])[O:29][C:30]([CH3:33])([CH3:32])[CH3:31])[CH2:25][CH2:24]2)=[CH:19][CH:18]=1.C1C(=O)N([Br:42])C(=O)C1. No catalyst specified. The product is [Br:42][C:11]1[C:10]2[NH:9][C:8](=[O:13])[C:7]3[S:14][CH:15]=[CH:16][C:6]=3[C:5]=2[C:4]([C:17]2[CH:22]=[CH:21][C:20]([C:23]3([CH2:26][NH:27][C:28](=[O:34])[O:29][C:30]([CH3:31])([CH3:33])[CH3:32])[CH2:24][CH2:25]3)=[CH:19][CH:18]=2)=[C:3]([O:2][CH3:1])[CH:12]=1. The yield is 0.540.